This data is from Full USPTO retrosynthesis dataset with 1.9M reactions from patents (1976-2016). The task is: Predict the reactants needed to synthesize the given product. (1) The reactants are: CC(C)([O-])C.[K+].[F:7][C:8]([F:14])([F:13])[C:9](=[O:12])[CH:10]=[CH2:11].CO[CH:17](OC)[CH2:18][C:19]#[N:20].Cl. Given the product [F:7][C:8]([F:14])([F:13])[C:9](=[O:12])[CH:10]=[CH:11][CH:17]=[CH:18][C:19]#[N:20], predict the reactants needed to synthesize it. (2) Given the product [Cl:26][C:27]1[C:28]([NH2:34])=[N:29][CH:30]=[N:31][C:32]=1[N:22]1[CH2:21][CH2:20][CH:19]([C:10]2[N:11]([CH2:13][CH:14]3[CH2:15][N:16]([CH3:18])[CH2:17]3)[CH:12]=[C:8]([C:5]3[CH:6]=[CH:7][C:2]([F:1])=[C:3]([CH3:25])[CH:4]=3)[N:9]=2)[CH2:24][CH2:23]1, predict the reactants needed to synthesize it. The reactants are: [F:1][C:2]1[CH:7]=[CH:6][C:5]([C:8]2[N:9]=[C:10]([CH:19]3[CH2:24][CH2:23][NH:22][CH2:21][CH2:20]3)[N:11]([CH2:13][CH:14]3[CH2:17][N:16]([CH3:18])[CH2:15]3)[CH:12]=2)=[CH:4][C:3]=1[CH3:25].[Cl:26][C:27]1[C:28]([NH2:34])=[N:29][CH:30]=[N:31][C:32]=1Cl. (3) Given the product [F:37][C:38]1[CH:39]=[C:40]([CH:58]=[CH:59][CH:60]=1)[CH2:41][N:42]1[C:46]([CH3:47])=[C:45]([C:2]2[C:10]3[C:5](=[N:6][CH:7]=[C:8]([C:11]4[CH:12]=[C:13]([O:25][CH3:26])[C:14]([NH:17][C:18](=[O:24])[O:19][C:20]([CH3:23])([CH3:22])[CH3:21])=[N:15][CH:16]=4)[CH:9]=3)[N:4]([S:27]([C:30]3[CH:36]=[CH:35][C:33]([CH3:34])=[CH:32][CH:31]=3)(=[O:29])=[O:28])[CH:3]=2)[C:44]([CH3:57])=[N:43]1, predict the reactants needed to synthesize it. The reactants are: I[C:2]1[C:10]2[C:5](=[N:6][CH:7]=[C:8]([C:11]3[CH:12]=[C:13]([O:25][CH3:26])[C:14]([NH:17][C:18](=[O:24])[O:19][C:20]([CH3:23])([CH3:22])[CH3:21])=[N:15][CH:16]=3)[CH:9]=2)[N:4]([S:27]([C:30]2[CH:36]=[CH:35][C:33]([CH3:34])=[CH:32][CH:31]=2)(=[O:29])=[O:28])[CH:3]=1.[F:37][C:38]1[CH:39]=[C:40]([CH:58]=[CH:59][CH:60]=1)[CH2:41][N:42]1[C:46]([CH3:47])=[C:45](B2OC(C)(C)C(C)(C)O2)[C:44]([CH3:57])=[N:43]1.C(=O)([O-])[O-].[Na+].[Na+]. (4) Given the product [CH3:13][O:12][C:9]1[CH:10]=[C:11]2[C:6](=[C:7]3[CH2:16][C:15]([CH3:18])([CH3:17])[O:14][C:8]=13)[C:5]([C:19]1[CH:20]=[C:21]([C:25]3[CH:30]=[CH:29][CH:28]=[C:27]([NH:31][C:32](=[O:34])[CH3:33])[CH:26]=3)[CH:22]=[CH:23][CH:24]=1)=[N:4][C:3]([CH3:36])([CH3:35])[C:2]2=[O:1], predict the reactants needed to synthesize it. The reactants are: [OH:1][CH:2]1[C:11]2[C:6](=[C:7]3[CH2:16][C:15]([CH3:18])([CH3:17])[O:14][C:8]3=[C:9]([O:12][CH3:13])[CH:10]=2)[C:5]([C:19]2[CH:20]=[C:21]([C:25]3[CH:30]=[CH:29][CH:28]=[C:27]([NH:31][C:32](=[O:34])[CH3:33])[CH:26]=3)[CH:22]=[CH:23][CH:24]=2)=[N:4][C:3]1([CH3:36])[CH3:35].